Dataset: Reaction yield outcomes from USPTO patents with 853,638 reactions. Task: Predict the reaction yield, written as a fraction of the theoretical maximum amount of product (1.0 means a 100% yield; for example, 0.34 means a 34% yield). (1) The reactants are [CH3:1][O:2][C:3]([C:5]1[C:9]([C:10]2[CH:15]=[CH:14][C:13]([F:16])=[CH:12][CH:11]=2)=[N:8][NH:7][N:6]=1)=[O:4].[H-].[Na+].O.[CH2:20]1COCC1. No catalyst specified. The product is [CH3:1][O:2][C:3]([C:5]1[NH:6][NH:7][N:8]([CH3:20])[C:9]=1[C:10]1[CH:15]=[CH:14][C:13]([F:16])=[CH:12][CH:11]=1)=[O:4]. The yield is 0.330. (2) The reactants are [CH3:1][O:2][C:3]1[CH:8]=[CH:7][CH:6]=[C:5]([O:9][CH3:10])[C:4]=1[O:11][CH3:12].[C:13]([O:22][CH3:23])(=[O:21])[CH2:14][CH2:15][CH2:16][CH2:17][C:18]([O-])=[O:19]. No catalyst specified. The product is [CH3:23][O:22][C:13](=[O:21])[CH2:14][CH2:15][CH2:16][CH2:17][C:18](=[O:19])[C:6]1[CH:7]=[CH:8][C:3]([O:2][CH3:1])=[C:4]([O:11][CH3:12])[C:5]=1[O:9][CH3:10]. The yield is 0.930. (3) The reactants are [O:1]([C:8]1[C:9]([NH:21][C:22]2[S:26][N:25]=[C:24]([CH:27]3[CH2:32][CH2:31][NH:30][CH2:29][CH2:28]3)[N:23]=2)=[N:10][CH:11]=[C:12]([S:14][C:15]2[CH:20]=[CH:19][CH:18]=[CH:17][N:16]=2)[CH:13]=1)[C:2]1[CH:7]=[CH:6][CH:5]=[CH:4][CH:3]=1.[OH:33][C@@H:34]([CH3:38])[C:35](O)=[O:36].Cl.C(N=C=NCCCN(C)C)C.C(N(CC)CC)C. The catalyst is CN(C)C1C=CN=CC=1.C(Cl)Cl.O. The product is [OH:33][C@H:34]([CH3:38])[C:35]([N:30]1[CH2:31][CH2:32][CH:27]([C:24]2[N:23]=[C:22]([NH:21][C:9]3[C:8]([O:1][C:2]4[CH:7]=[CH:6][CH:5]=[CH:4][CH:3]=4)=[CH:13][C:12]([S:14][C:15]4[CH:20]=[CH:19][CH:18]=[CH:17][N:16]=4)=[CH:11][N:10]=3)[S:26][N:25]=2)[CH2:28][CH2:29]1)=[O:36]. The yield is 0.270. (4) The reactants are [Cl:1][C:2]1[N:10]=[C:9]2[C:5]([N:6]=[CH:7][N:8]2[CH:11]2[CH2:16][CH2:15][CH2:14][CH2:13][O:12]2)=[C:4]([N:17]2[CH2:22][CH2:21][O:20][CH2:19][CH2:18]2)[N:3]=1.CN(C)CCN(C)C.C([Li])CCC.CCCCCC.[Br:42][CH2:43][CH2:44][CH2:45][CH2:46]Br. The catalyst is C1COCC1. The product is [Br:42][CH2:43][CH2:44][CH2:45][CH2:46][C:7]1[N:8]([CH:11]2[CH2:16][CH2:15][CH2:14][CH2:13][O:12]2)[C:9]2[C:5]([N:6]=1)=[C:4]([N:17]1[CH2:22][CH2:21][O:20][CH2:19][CH2:18]1)[N:3]=[C:2]([Cl:1])[N:10]=2. The yield is 0.150. (5) The reactants are [NH2:1]/[C:2](/[CH3:8])=[CH:3]\[C:4]([O:6][CH3:7])=[O:5].N1C=CC=CC=1.[F:15][C:16]1[CH:17]=[C:18]([CH2:22][CH2:23][C:24](Cl)=[O:25])[CH:19]=[CH:20][CH:21]=1. The product is [F:15][C:16]1[CH:17]=[C:18]([CH2:22][CH2:23][C:24]([NH:1]/[C:2](/[CH3:8])=[CH:3]\[C:4]([O:6][CH3:7])=[O:5])=[O:25])[CH:19]=[CH:20][CH:21]=1. The catalyst is C(Cl)Cl. The yield is 0.510. (6) The reactants are Cl[C:2]1[CH:3]=[CH:4][C:5]2[N:6]([CH:8]=[CH:9][N:10]=2)[N:7]=1.B([C:14]1[CH:22]=[CH:21][C:17]([C:18]([OH:20])=[O:19])=[CH:16][CH:15]=1)(O)O.C([O-])([O-])=O.[K+].[K+]. The catalyst is O1CCOCC1.O.C1C=CC([P]([Pd]([P](C2C=CC=CC=2)(C2C=CC=CC=2)C2C=CC=CC=2)([P](C2C=CC=CC=2)(C2C=CC=CC=2)C2C=CC=CC=2)[P](C2C=CC=CC=2)(C2C=CC=CC=2)C2C=CC=CC=2)(C2C=CC=CC=2)C2C=CC=CC=2)=CC=1. The product is [N:10]1[CH:9]=[CH:8][N:6]2[C:5]=1[CH:4]=[CH:3][C:2]([C:14]1[CH:22]=[CH:21][C:17]([C:18]([OH:20])=[O:19])=[CH:16][CH:15]=1)=[N:7]2. The yield is 0.640. (7) The reactants are [O:1]1[C:5]2[CH:6]=[CH:7][C:8]([C:10]3([C:13]([NH:15][C:16]4[CH:17]=[C:18]5[C:22](=[CH:23][CH:24]=4)[NH:21][C:20]([C:25](OCC)=[O:26])=[CH:19]5)=[O:14])[CH2:12][CH2:11]3)=[CH:9][C:4]=2[O:3][CH2:2]1.[Li+].[BH4-]. The catalyst is C1COCC1.O. The product is [O:1]1[C:5]2[CH:6]=[CH:7][C:8]([C:10]3([C:13]([NH:15][C:16]4[CH:17]=[C:18]5[C:22](=[CH:23][CH:24]=4)[NH:21][C:20]([CH2:25][OH:26])=[CH:19]5)=[O:14])[CH2:12][CH2:11]3)=[CH:9][C:4]=2[O:3][CH2:2]1. The yield is 0.730.